From a dataset of Full USPTO retrosynthesis dataset with 1.9M reactions from patents (1976-2016). Predict the reactants needed to synthesize the given product. (1) Given the product [C:1]1([CH2:7][CH2:8][CH2:9][CH2:10][CH2:11][CH2:12][C:13]([C:15]2[O:16][C:17]([C:20]3[CH:29]=[CH:28][C:23]([C:24]([OH:26])=[O:25])=[CH:22][N:21]=3)=[CH:18][N:19]=2)=[O:14])[CH:6]=[CH:5][CH:4]=[CH:3][CH:2]=1, predict the reactants needed to synthesize it. The reactants are: [C:1]1([CH2:7][CH2:8][CH2:9][CH2:10][CH2:11][CH2:12][C:13]([C:15]2[O:16][C:17]([C:20]3[CH:29]=[CH:28][C:23]([C:24]([O:26]C)=[O:25])=[CH:22][N:21]=3)=[CH:18][N:19]=2)=[O:14])[CH:6]=[CH:5][CH:4]=[CH:3][CH:2]=1. (2) Given the product [Cl:7][C:8]1[CH:9]=[C:10]([C:15]([C@H:17]2[CH2:19][C@@H:18]2[C:20]([NH2:24])=[O:22])=[O:16])[CH:11]=[CH:12][C:13]=1[F:14], predict the reactants needed to synthesize it. The reactants are: C(Cl)(=O)C(Cl)=O.[Cl:7][C:8]1[CH:9]=[C:10]([C:15]([C@H:17]2[CH2:19][C@@H:18]2[C:20]([OH:22])=O)=[O:16])[CH:11]=[CH:12][C:13]=1[F:14].C[N:24](C=O)C.N. (3) Given the product [CH3:3][CH:2]([O:4][C:5]([CH2:7][CH2:8][CH2:9]/[CH:10]=[CH:11]\[CH2:12][C@@H:13]1[C@@H:17]([CH2:18][CH2:19][C@@H:20]([OH:29])[CH2:21][CH2:22][C:23]2[CH:28]=[CH:27][CH:26]=[CH:25][CH:24]=2)[C@H:16]([OH:30])[CH2:15][C@@H:14]1[OH:31])=[O:6])[CH3:1].[NH2:32][C@H:33]([C:41]([OH:43])=[O:42])[CH2:34][CH2:35][CH2:36][NH:37][C:38](=[NH:39])[NH2:40], predict the reactants needed to synthesize it. The reactants are: [CH3:1][CH:2]([O:4][C:5]([CH2:7][CH2:8][CH2:9]/[CH:10]=[CH:11]\[CH2:12][C@@H:13]1[C@@H:17]([CH2:18][CH2:19][C@@H:20]([OH:29])[CH2:21][CH2:22][C:23]2[CH:28]=[CH:27][CH:26]=[CH:25][CH:24]=2)[C@H:16]([OH:30])[CH2:15][C@@H:14]1[OH:31])=[O:6])[CH3:3].[NH2:32][C@H:33]([C:41]([OH:43])=[O:42])[CH2:34][CH2:35][CH2:36][NH:37][C:38](=[NH:40])[NH2:39].